From a dataset of Full USPTO retrosynthesis dataset with 1.9M reactions from patents (1976-2016). Predict the reactants needed to synthesize the given product. (1) Given the product [CH3:3][O:4][CH2:5][CH2:6][N:7]1[CH:11]=[CH:10][N:9]=[C:8]1[C:12](=[O:14])[CH2:13][C:23]([O:22][CH3:21])=[O:24], predict the reactants needed to synthesize it. The reactants are: [H-].[Na+].[CH3:3][O:4][CH2:5][CH2:6][N:7]1[CH:11]=[CH:10][N:9]=[C:8]1[C:12](=[O:14])[CH3:13].Cl.C([O-])(O)=O.[Na+].[CH3:21][O:22][C:23](=O)[O:24]C. (2) Given the product [OH:6][CH2:7][CH:8]([O:25][C:26]1[CH:31]=[CH:30][C:29]([O:32][CH2:33][C:34]([O:36][CH2:37][CH3:38])=[O:35])=[C:28]([CH3:39])[CH:27]=1)[C:9]1[CH:14]=[CH:13][CH:12]=[C:11]([C:15]2[CH:16]=[CH:17][C:18]([C:21]([F:23])([F:22])[F:24])=[CH:19][CH:20]=2)[N:10]=1, predict the reactants needed to synthesize it. The reactants are: CC([Si](C)(C)[O:6][CH2:7][CH:8]([O:25][C:26]1[CH:31]=[CH:30][C:29]([O:32][CH2:33][C:34]([O:36][CH2:37][CH3:38])=[O:35])=[C:28]([CH3:39])[CH:27]=1)[C:9]1[CH:14]=[CH:13][CH:12]=[C:11]([C:15]2[CH:20]=[CH:19][C:18]([C:21]([F:24])([F:23])[F:22])=[CH:17][CH:16]=2)[N:10]=1)(C)C.CCCC[N+](CCCC)(CCCC)CCCC.[F-]. (3) Given the product [Br:1][C:2]1[N:6]2[CH:7]=[CH:8][CH:9]=[CH:10][C:5]2=[N:4][C:3]=1[CH2:11][NH2:12], predict the reactants needed to synthesize it. The reactants are: [Br:1][C:2]1[N:6]2[CH:7]=[CH:8][CH:9]=[CH:10][C:5]2=[N:4][C:3]=1[CH2:11][N:12]1C(=O)C2C(=CC=CC=2)C1=O.NN. (4) Given the product [ClH:1].[Cl:1][C:2]1[CH:7]=[CH:6][C:5]([C:8]2([CH:12]3[C:21]4[C:16](=[CH:17][CH:18]=[C:19]([O:22][CH2:23][CH2:24][CH2:25][S:26]([N:30]5[CH2:35][CH2:34][O:33][CH2:32][CH2:31]5)(=[O:28])=[O:27])[CH:20]=4)[CH2:15][CH2:14][NH:13]3)[CH2:11][CH2:10][CH2:9]2)=[CH:4][CH:3]=1, predict the reactants needed to synthesize it. The reactants are: [Cl:1][C:2]1[CH:7]=[CH:6][C:5]([C:8]2([C:12]3[C:21]4[C:16](=[CH:17][CH:18]=[C:19]([O:22][CH2:23][CH2:24][CH2:25][S:26](Cl)(=[O:28])=[O:27])[CH:20]=4)[CH2:15][CH2:14][N:13]=3)[CH2:11][CH2:10][CH2:9]2)=[CH:4][CH:3]=1.[NH:30]1[CH2:35][CH2:34][O:33][CH2:32][CH2:31]1. (5) Given the product [CH2:27]([O:34][C:35]1[CH:36]=[C:37]([CH:41]=[CH:42][CH:43]=1)[CH2:38][CH2:39][NH:40][C:23](=[O:25])/[CH:22]=[CH:21]/[C:17]1[CH:16]=[N:15][CH:20]=[CH:19][CH:18]=1)[C:28]1[CH:29]=[CH:30][CH:31]=[CH:32][CH:33]=1, predict the reactants needed to synthesize it. The reactants are: C(N(CC)CC)C.C(Cl)(=O)C(C)(C)C.[N:15]1[CH:20]=[CH:19][CH:18]=[C:17](/[CH:21]=[CH:22]/[C:23]([OH:25])=O)[CH:16]=1.Cl.[CH2:27]([O:34][C:35]1[CH:36]=[C:37]([CH:41]=[CH:42][CH:43]=1)[CH2:38][CH2:39][NH2:40])[C:28]1[CH:33]=[CH:32][CH:31]=[CH:30][CH:29]=1. (6) Given the product [N:19]1[CH:20]=[CH:21][CH:22]=[C:17]([C:2]2[CH:3]=[C:4]3[C:8](=[CH:9][CH:10]=2)[NH:7][C:6](=[O:11])[CH2:5]3)[CH:18]=1, predict the reactants needed to synthesize it. The reactants are: Br[C:2]1[CH:3]=[C:4]2[C:8](=[CH:9][CH:10]=1)[NH:7][C:6](=[O:11])[CH2:5]2.C([Sn](CCCC)(CCCC)[C:17]1[CH:18]=[N:19][CH:20]=[CH:21][CH:22]=1)CCC.[F-].[K+]. (7) Given the product [C:1]([O:5][C:6](=[O:26])[CH2:7][NH:8][C:9]1[CH:14]=[CH:13][C:12]([NH:15][C:16]([O:18][C:19]([CH3:22])([CH3:21])[CH3:20])=[O:17])=[CH:11][C:10]=1[NH2:23])([CH3:2])([CH3:4])[CH3:3], predict the reactants needed to synthesize it. The reactants are: [C:1]([O:5][C:6](=[O:26])[CH2:7][NH:8][C:9]1[CH:14]=[CH:13][C:12]([NH:15][C:16]([O:18][C:19]([CH3:22])([CH3:21])[CH3:20])=[O:17])=[CH:11][C:10]=1[N+:23]([O-])=O)([CH3:4])([CH3:3])[CH3:2]. (8) Given the product [Cl:22][CH:7]([C:1]1[CH:6]=[CH:5][CH:4]=[CH:3][CH:2]=1)[C:9]1[CH:14]=[CH:13][CH:12]=[C:11]([O:15][C:16]([F:19])([F:18])[F:17])[CH:10]=1, predict the reactants needed to synthesize it. The reactants are: [C:1]1([CH:7]([C:9]2[CH:14]=[CH:13][CH:12]=[C:11]([O:15][C:16]([F:19])([F:18])[F:17])[CH:10]=2)O)[CH:6]=[CH:5][CH:4]=[CH:3][CH:2]=1.S(Cl)([Cl:22])=O. (9) Given the product [O:20]1[CH:24]=[CH:23][C:22]([C:2]2[CH:19]=[CH:18][C:5]([CH2:6][NH:7][C:8]34[CH2:17][CH:12]5[CH2:13][CH:14]([CH2:16][CH:10]([CH2:11]5)[CH2:9]3)[CH2:15]4)=[CH:4][CH:3]=2)=[CH:21]1, predict the reactants needed to synthesize it. The reactants are: Br[C:2]1[CH:19]=[CH:18][C:5]([CH2:6][NH:7][C:8]23[CH2:17][CH:12]4[CH2:13][CH:14]([CH2:16][CH:10]([CH2:11]4)[CH2:9]2)[CH2:15]3)=[CH:4][CH:3]=1.[O:20]1[CH:24]=[CH:23][CH:22]=[C:21]1[B-](F)(F)F.[K+]. (10) Given the product [CH:1]1([C:4]2[C:5]([O:18][CH2:19][CH:20]3[CH2:25][CH2:24][CH2:23][C:22]([F:27])([F:26])[CH2:21]3)=[CH:6][C:7]([F:17])=[C:8]([CH:16]=2)[C:9]([OH:11])=[O:10])[CH2:2][CH2:3]1, predict the reactants needed to synthesize it. The reactants are: [CH:1]1([C:4]2[C:5]([O:18][CH2:19][CH:20]3[CH2:25][CH2:24][CH2:23][C:22]([F:27])([F:26])[CH2:21]3)=[CH:6][C:7]([F:17])=[C:8]([CH:16]=2)[C:9]([O:11]C(C)(C)C)=[O:10])[CH2:3][CH2:2]1.